Dataset: Peptide-MHC class I binding affinity with 185,985 pairs from IEDB/IMGT. Task: Regression. Given a peptide amino acid sequence and an MHC pseudo amino acid sequence, predict their binding affinity value. This is MHC class I binding data. (1) The peptide sequence is NNINVELSL. The MHC is HLA-B38:01 with pseudo-sequence HLA-B38:01. The binding affinity (normalized) is 0.0578. (2) The peptide sequence is HPRQFLAFL. The MHC is HLA-B27:05 with pseudo-sequence HLA-B27:05. The binding affinity (normalized) is 0.0847.